The task is: Binary Classification. Given a miRNA mature sequence and a target amino acid sequence, predict their likelihood of interaction.. This data is from Experimentally validated miRNA-target interactions with 360,000+ pairs, plus equal number of negative samples. The miRNA is hsa-miR-197-5p with sequence CGGGUAGAGAGGGCAGUGGGAGG. The protein sequence of the target gene is MSLLAKPMSFETTAITFFIILLICLICILLLLVVFLYKCFQGRKGKETKKVPCTDANGGVDCAAAKVVTSNPEDHERILMQVMNLNVPMRPGILVQRQSKEVLATPLENRRDMEAEEENQINEKQEPENAGETGQEEDDGLQKIHTSVTRTPSVVESQKRPLKGVTFSREVIVVDLGNEYPTPRSYTREHKERK. Result: 0 (no interaction).